From a dataset of NCI-60 drug combinations with 297,098 pairs across 59 cell lines. Regression. Given two drug SMILES strings and cell line genomic features, predict the synergy score measuring deviation from expected non-interaction effect. (1) Drug 1: CC1=C(C=C(C=C1)NC2=NC=CC(=N2)N(C)C3=CC4=NN(C(=C4C=C3)C)C)S(=O)(=O)N.Cl. Drug 2: CN(C)C1=NC(=NC(=N1)N(C)C)N(C)C. Cell line: 786-0. Synergy scores: CSS=-3.74, Synergy_ZIP=0.344, Synergy_Bliss=-1.38, Synergy_Loewe=-5.40, Synergy_HSA=-4.24. (2) Drug 1: COC1=C(C=C2C(=C1)N=CN=C2NC3=CC(=C(C=C3)F)Cl)OCCCN4CCOCC4. Drug 2: C1CN1P(=S)(N2CC2)N3CC3. Cell line: OVCAR-8. Synergy scores: CSS=38.0, Synergy_ZIP=-9.86, Synergy_Bliss=-0.0168, Synergy_Loewe=2.66, Synergy_HSA=4.70. (3) Drug 1: CN(C)N=NC1=C(NC=N1)C(=O)N. Drug 2: CCCCCOC(=O)NC1=NC(=O)N(C=C1F)C2C(C(C(O2)C)O)O. Cell line: OVCAR-8. Synergy scores: CSS=-4.10, Synergy_ZIP=0.402, Synergy_Bliss=-2.35, Synergy_Loewe=-5.97, Synergy_HSA=-5.18. (4) Drug 1: CC1=CC=C(C=C1)C2=CC(=NN2C3=CC=C(C=C3)S(=O)(=O)N)C(F)(F)F. Drug 2: C1=CN(C=N1)CC(O)(P(=O)(O)O)P(=O)(O)O. Cell line: SF-268. Synergy scores: CSS=-2.78, Synergy_ZIP=-0.0711, Synergy_Bliss=-3.92, Synergy_Loewe=-5.26, Synergy_HSA=-5.89. (5) Drug 2: C(CN)CNCCSP(=O)(O)O. Synergy scores: CSS=12.3, Synergy_ZIP=-2.13, Synergy_Bliss=-4.25, Synergy_Loewe=-40.4, Synergy_HSA=-8.53. Cell line: HS 578T. Drug 1: CC1=C(C(=CC=C1)Cl)NC(=O)C2=CN=C(S2)NC3=CC(=NC(=N3)C)N4CCN(CC4)CCO. (6) Drug 1: CS(=O)(=O)C1=CC(=C(C=C1)C(=O)NC2=CC(=C(C=C2)Cl)C3=CC=CC=N3)Cl. Synergy scores: CSS=1.27, Synergy_ZIP=0.454, Synergy_Bliss=2.03, Synergy_Loewe=-0.0447, Synergy_HSA=0.0129. Cell line: SK-OV-3. Drug 2: CC(C)CN1C=NC2=C1C3=CC=CC=C3N=C2N. (7) Drug 1: CC12CCC3C(C1CCC2=O)CC(=C)C4=CC(=O)C=CC34C. Drug 2: CS(=O)(=O)OCCCCOS(=O)(=O)C. Cell line: SK-OV-3. Synergy scores: CSS=36.3, Synergy_ZIP=3.69, Synergy_Bliss=6.88, Synergy_Loewe=-6.14, Synergy_HSA=6.75.